This data is from Full USPTO retrosynthesis dataset with 1.9M reactions from patents (1976-2016). The task is: Predict the reactants needed to synthesize the given product. (1) Given the product [Br:1][C:2]1[CH:3]=[C:4]([C:13]2[N:17]([C:18]3[CH:19]=[N:20][C:21]([Cl:24])=[CH:22][CH:23]=3)[N:16]=[C:15]([C:25]([N:49]3[CH2:54][CH2:53][NH:52][C:51](=[O:55])[CH2:50]3)=[O:26])[CH:14]=2)[CH:5]=[C:6]([O:8][C:9]([F:10])([F:12])[F:11])[CH:7]=1, predict the reactants needed to synthesize it. The reactants are: [Br:1][C:2]1[CH:3]=[C:4]([C:13]2[N:17]([C:18]3[CH:19]=[N:20][C:21]([Cl:24])=[CH:22][CH:23]=3)[N:16]=[C:15]([C:25](O)=[O:26])[CH:14]=2)[CH:5]=[C:6]([O:8][C:9]([F:12])([F:11])[F:10])[CH:7]=1.ClC1C=C(C2N(C3C=NC=CC=3)N=C(C([N:49]3[CH2:54][CH2:53][NH:52][C:51](=[O:55])[CH2:50]3)=O)C=2)C=C(F)C=1.O=C1CNCCN1. (2) Given the product [P:45]([OH:46])([OH:1])([O:35][CH2:34][C@@H:32]1[O:31][C:30](=[O:36])[N:29]([C:26]2[CH:27]=[CH:28][C:23]([C:19]3[CH:20]=[C:21]4[C:16](=[CH:17][CH:18]=3)[CH2:15][N:14]([C:13]3[NH:9][N:10]=[N:11][CH:12]=3)[CH2:22]4)=[C:24]([F:37])[CH:25]=2)[CH2:33]1)=[O:50], predict the reactants needed to synthesize it. The reactants are: [OH:1]CC1OC(=O)NC1.[NH:9]1[C:13]([N:14]2[CH2:22][C:21]3[C:16](=[CH:17][CH:18]=[C:19]([C:23]4[CH:28]=[CH:27][C:26]([N:29]5[CH2:33][C@H:32]([CH2:34][OH:35])[O:31][C:30]5=[O:36])=[CH:25][C:24]=4[F:37])[CH:20]=3)[CH2:15]2)=[CH:12][N:11]=[N:10]1.C(N(CC)CC)C.[P:45](Cl)(Cl)(Cl)=[O:46].[OH2:50]. (3) Given the product [CH3:30][C:25]1[C:24]([C:17]2[C:18]([O:22][CH3:23])=[CH:19][C:20]3[C:21]4[N:9]([CH2:8][C:3]5[CH:4]=[CH:5][CH:6]=[C:7]([O:33][CH3:32])[CH:2]=5)[C:10](=[O:31])[O:11][C:12]=4[CH:13]=[N:14][C:15]=3[CH:16]=2)=[C:28]([CH3:29])[O:27][N:26]=1, predict the reactants needed to synthesize it. The reactants are: Cl[C:2]1[CH:7]=[CH:6][CH:5]=[CH:4][C:3]=1[CH2:8][N:9]1[C:21]2[C:20]3[CH:19]=[C:18]([O:22][CH3:23])[C:17]([C:24]4[C:25]([CH3:30])=[N:26][O:27][C:28]=4[CH3:29])=[CH:16][C:15]=3[N:14]=[CH:13][C:12]=2[O:11][C:10]1=[O:31].[CH3:32][O:33]C1C=C(C=CC=1)CBr.